This data is from Peptide-MHC class II binding affinity with 134,281 pairs from IEDB. The task is: Regression. Given a peptide amino acid sequence and an MHC pseudo amino acid sequence, predict their binding affinity value. This is MHC class II binding data. The peptide sequence is ALSRVQSMFLGTGGS. The MHC is DRB3_0101 with pseudo-sequence DRB3_0101. The binding affinity (normalized) is 0.220.